Dataset: Forward reaction prediction with 1.9M reactions from USPTO patents (1976-2016). Task: Predict the product of the given reaction. (1) Given the reactants [Cl:1][C:2]1[CH:10]=[CH:9][C:5]([C:6](Cl)=[O:7])=[CH:4][CH:3]=1.[NH2:11][CH2:12][C:13]1[S:14][CH:15]=[CH:16][CH:17]=1.CCN(C(C)C)C(C)C, predict the reaction product. The product is: [Cl:1][C:2]1[CH:10]=[CH:9][C:5]([C:6]([NH:11][CH2:12][C:13]2[S:14][CH:15]=[CH:16][CH:17]=2)=[O:7])=[CH:4][CH:3]=1. (2) Given the reactants [Cl:1][C:2]1[C:10]([Cl:11])=[CH:9][CH:8]=[CH:7][C:3]=1[C:4]([OH:6])=O.[N:12]1([CH:18]([C:21]2[CH:26]=[CH:25][N:24]=[CH:23][CH:22]=2)[CH2:19][NH2:20])[CH2:17][CH2:16][O:15][CH2:14][CH2:13]1, predict the reaction product. The product is: [Cl:1][C:2]1[C:10]([Cl:11])=[CH:9][CH:8]=[CH:7][C:3]=1[C:4]([NH:20][CH2:19][CH:18]([N:12]1[CH2:17][CH2:16][O:15][CH2:14][CH2:13]1)[C:21]1[CH:22]=[CH:23][N:24]=[CH:25][CH:26]=1)=[O:6].